From a dataset of P-glycoprotein inhibition data for predicting drug efflux from Broccatelli et al.. Regression/Classification. Given a drug SMILES string, predict its absorption, distribution, metabolism, or excretion properties. Task type varies by dataset: regression for continuous measurements (e.g., permeability, clearance, half-life) or binary classification for categorical outcomes (e.g., BBB penetration, CYP inhibition). Dataset: pgp_broccatelli. (1) The drug is CN1CCO[C@@H](c2ccccc2)c2ccccc2C1. The result is 0 (non-inhibitor). (2) The drug is COc1cccc(N2CCN(C[C@H](O)c3oc4ccccc4c3CCc3ccccc3)CC2)c1. The result is 1 (inhibitor). (3) The compound is COC(=O)Nc1nc2ccc(C(=O)c3ccccc3)cc2[nH]1. The result is 1 (inhibitor). (4) The drug is CCCNC(=O)NS(=O)(=O)c1ccc(Cl)cc1. The result is 0 (non-inhibitor). (5) The drug is c1ccc(CCc2ccccc2OCc2ccccn2)cc1. The result is 0 (non-inhibitor). (6) The compound is O=C(NCCN1CCOCC1)c1ccc(Cl)cc1. The result is 0 (non-inhibitor). (7) The molecule is CC[C@@]12CCCN3CCc4c(n(c5ccccc45)[C@@](O)(C(=O)OC)C1)[C@@H]32. The result is 0 (non-inhibitor).